Dataset: Peptide-MHC class I binding affinity with 185,985 pairs from IEDB/IMGT. Task: Regression. Given a peptide amino acid sequence and an MHC pseudo amino acid sequence, predict their binding affinity value. This is MHC class I binding data. (1) The peptide sequence is LIAGIILLI. The MHC is HLA-A02:06 with pseudo-sequence HLA-A02:06. The binding affinity (normalized) is 0.167. (2) The peptide sequence is RKIKAITSF. The MHC is HLA-B15:01 with pseudo-sequence HLA-B15:01. The binding affinity (normalized) is 0.303.